This data is from Full USPTO retrosynthesis dataset with 1.9M reactions from patents (1976-2016). The task is: Predict the reactants needed to synthesize the given product. (1) Given the product [NH2:2][C:3]1[N:8]2[N:9]=[CH:10][C:11]([C:12]3[CH:17]=[CH:16][C:15]([N:18]4[CH2:23][CH2:22][N:21]([CH3:24])[CH2:20][CH2:19]4)=[CH:14][CH:13]=3)=[C:7]2[N:6]=[C:5]([CH2:25][C:35]#[N:37])[C:4]=1[C:27]1[CH:32]=[CH:31][C:30]([OH:33])=[CH:29][CH:28]=1, predict the reactants needed to synthesize it. The reactants are: Br.[NH2:2][C:3]1[N:8]2[N:9]=[CH:10][C:11]([C:12]3[CH:17]=[CH:16][C:15]([N:18]4[CH2:23][CH2:22][N:21]([CH3:24])[CH2:20][CH2:19]4)=[CH:14][CH:13]=3)=[C:7]2[N:6]=[C:5]([CH2:25]Br)[C:4]=1[C:27]1[CH:32]=[CH:31][C:30]([OH:33])=[CH:29][CH:28]=1.C[C:35]([N:37](C)C)=O. (2) Given the product [NH2:35][C:13]1[CH:14]=[C:15]([C:2]2[CH:12]=[CH:11][CH:10]=[C:4]([C:5]([O:7][CH2:8][CH3:9])=[O:6])[CH:3]=2)[CH:16]=[CH:17][CH:18]=1, predict the reactants needed to synthesize it. The reactants are: I[C:2]1[CH:3]=[C:4]([CH:10]=[CH:11][CH:12]=1)[C:5]([O:7][CH2:8][CH3:9])=[O:6].[C:13]1(B(O)O)[CH:18]=[CH:17][CH:16]=[CH:15][CH:14]=1.C(=O)([O-])[O-].[Na+].[Na+].C(OCC)(=O)C.C[N:35](C=O)C. (3) Given the product [CH3:17][O:16][C:15]([CH:13]1[CH2:3][CH2:4][C:5]2[C:10](=[CH:9][CH:8]=[CH:7][CH:6]=2)[C:11]1=[O:12])=[O:18], predict the reactants needed to synthesize it. The reactants are: [H-].[Na+].[CH2:3]1[CH2:13][C:11](=[O:12])[C:10]2[C:5](=[CH:6][CH:7]=[CH:8][CH:9]=2)[CH2:4]1.Cl.[C:15](=O)([O:18]C)[O:16][CH3:17]. (4) Given the product [Cl:13][C:14]1[N:15]=[N:16][C:17]([NH:10][CH:5]2[CH2:6][C:7]([CH3:8])([CH3:9])[N:2]([CH3:1])[C:3]([CH3:12])([CH3:11])[CH2:4]2)=[CH:18][CH:19]=1, predict the reactants needed to synthesize it. The reactants are: [CH3:1][N:2]1[C:7]([CH3:9])([CH3:8])[CH2:6][CH:5]([NH2:10])[CH2:4][C:3]1([CH3:12])[CH3:11].[Cl:13][C:14]1[N:15]=[N:16][C:17](Cl)=[CH:18][CH:19]=1. (5) The reactants are: [CH3:1][NH:2][C:3]1[CH2:7][S:6][C:5](=[O:8])[N:4]=1.CC(C)([O-])C.[K+].[CH:15]([C:17]1[C:18]([O:36][CH3:37])=[C:19]([CH:33]=[CH:34][CH:35]=1)[O:20][C:21]1[CH:28]=[CH:27][C:24]([C:25]#[N:26])=[CH:23][C:22]=1[C:29]([F:32])([F:31])[F:30])=O.[Cl-].[NH4+]. Given the product [CH3:37][O:36][C:18]1[C:17](/[CH:15]=[C:7]2/[C:3]([NH:2][CH3:1])=[N:4][C:5](=[O:8])[S:6]/2)=[CH:35][CH:34]=[CH:33][C:19]=1[O:20][C:21]1[CH:28]=[CH:27][C:24]([C:25]#[N:26])=[CH:23][C:22]=1[C:29]([F:30])([F:32])[F:31], predict the reactants needed to synthesize it. (6) Given the product [O:25]1[CH2:26][CH2:27][N:22]([C:4]2[C:5]3[S:10][C:9]([CH2:11][N:12]4[CH2:17][CH2:16][N:15]([S:18]([CH3:21])(=[O:20])=[O:19])[CH2:14][CH2:13]4)=[CH:8][C:6]=3[N:7]=[C:2]([C:33]3[S:37][CH:36]=[N:35][CH:34]=3)[N:3]=2)[CH2:23][CH2:24]1, predict the reactants needed to synthesize it. The reactants are: Cl[C:2]1[N:3]=[C:4]([N:22]2[CH2:27][CH2:26][O:25][CH2:24][CH2:23]2)[C:5]2[S:10][C:9]([CH2:11][N:12]3[CH2:17][CH2:16][N:15]([S:18]([CH3:21])(=[O:20])=[O:19])[CH2:14][CH2:13]3)=[CH:8][C:6]=2[N:7]=1.C([Sn](CCCC)(CCCC)[C:33]1[S:37][CH:36]=[N:35][CH:34]=1)CCC.